The task is: Predict the reaction yield, written as a fraction of the theoretical maximum amount of product (1.0 means a 100% yield; for example, 0.34 means a 34% yield).. This data is from Reaction yield outcomes from USPTO patents with 853,638 reactions. (1) The product is [C:14]([NH:21][C:2]1([CH2:8][C:9]([OH:11])=[O:10])[CH2:3][CH2:4][CH2:5][CH2:6][CH2:7]1)(=[O:23])[C:15]1[CH:20]=[CH:19][CH:18]=[CH:17][CH:16]=1. The catalyst is O. The reactants are O[C:2]1([CH2:8][C:9]([O:11]CC)=[O:10])[CH2:7][CH2:6][CH2:5][CH2:4][CH2:3]1.[C:14](#[N:21])[C:15]1[CH:20]=[CH:19][CH:18]=[CH:17][CH:16]=1.S(=O)(=O)(O)[OH:23]. The yield is 0.750. (2) The reactants are [Cl-].O[NH3+:3].[C:4](=[O:7])([O-])[OH:5].[Na+].CS(C)=O.[OH:13][C:14]([CH3:51])([CH3:50])[CH2:15][O:16][C@H:17]1[CH2:22][CH2:21][C@H:20]([N:23]2[C:28](=[O:29])[C:27]([CH2:30][C:31]3[S:35][C:34]([C:36]4[CH:43]=[CH:42][CH:41]=[CH:40][C:37]=4[C:38]#[N:39])=[CH:33][CH:32]=3)=[C:26]([CH2:44][CH2:45][CH3:46])[N:25]3[N:47]=[CH:48][N:49]=[C:24]23)[CH2:19][CH2:18]1. The catalyst is C(OCC)(=O)C. The product is [OH:13][C:14]([CH3:50])([CH3:51])[CH2:15][O:16][C@H:17]1[CH2:18][CH2:19][C@H:20]([N:23]2[C:28](=[O:29])[C:27]([CH2:30][C:31]3[S:35][C:34]([C:36]4[CH:43]=[CH:42][CH:41]=[CH:40][C:37]=4[C:38]4[NH:3][C:4](=[O:7])[O:5][N:39]=4)=[CH:33][CH:32]=3)=[C:26]([CH2:44][CH2:45][CH3:46])[N:25]3[N:47]=[CH:48][N:49]=[C:24]23)[CH2:21][CH2:22]1. The yield is 0.380. (3) The reactants are Br[C:2]1[CH:3]=[C:4]2[C:9](=[CH:10][CH:11]=1)[N:8]=[C:7]([Cl:12])[CH:6]=[CH:5]2.[CH3:13][C:14]1([CH3:30])[C:18]([CH3:20])([CH3:19])[O:17][B:16]([B:16]2[O:17][C:18]([CH3:20])([CH3:19])[C:14]([CH3:30])([CH3:13])[O:15]2)[O:15]1.C([O-])(=O)C.[K+].O1CCOCC1. The catalyst is O. The product is [Cl:12][C:7]1[CH:6]=[CH:5][C:4]2[C:9](=[CH:10][CH:11]=[C:2]([B:16]3[O:17][C:18]([CH3:20])([CH3:19])[C:14]([CH3:30])([CH3:13])[O:15]3)[CH:3]=2)[N:8]=1. The yield is 0.470. (4) The reactants are [CH3:1][O:2][C:3]1[CH:4]=[C:5]2[C:10](=[CH:11][CH:12]=1)[C:9](=O)[NH:8][C:7]([NH:14][C:15]1[CH:19]=[CH:18][NH:17][N:16]=1)=[CH:6]2.O=P(Cl)(Cl)[Cl:22]. No catalyst specified. The product is [Cl:22][C:9]1[C:10]2[C:5](=[CH:4][C:3]([O:2][CH3:1])=[CH:12][CH:11]=2)[CH:6]=[C:7]([NH:14][C:15]2[CH:19]=[CH:18][NH:17][N:16]=2)[N:8]=1. The yield is 0.680. (5) The reactants are Cl[C:2]1[C:3]([Cl:22])=[CH:4][C:5]2[N:10]3[CH:11]=[N:12][N:13]=[C:9]3[C:8]([N:14]3[CH2:19][CH2:18][N:17]([CH3:20])[CH2:16][CH2:15]3)=[N:7][C:6]=2[N:21]=1.O.[CH3:24][N:25](C=O)C. The catalyst is [C-]#N.[C-]#N.[Zn+2].C1C=CC([P]([Pd]([P](C2C=CC=CC=2)(C2C=CC=CC=2)C2C=CC=CC=2)([P](C2C=CC=CC=2)(C2C=CC=CC=2)C2C=CC=CC=2)[P](C2C=CC=CC=2)(C2C=CC=CC=2)C2C=CC=CC=2)(C2C=CC=CC=2)C2C=CC=CC=2)=CC=1. The product is [Cl:22][C:3]1[C:2]([C:24]#[N:25])=[N:21][C:6]2[N:7]=[C:8]([N:14]3[CH2:19][CH2:18][N:17]([CH3:20])[CH2:16][CH2:15]3)[C:9]3[N:10]([CH:11]=[N:12][N:13]=3)[C:5]=2[CH:4]=1. The yield is 0.200.